Dataset: Reaction yield outcomes from USPTO patents with 853,638 reactions. Task: Predict the reaction yield, written as a fraction of the theoretical maximum amount of product (1.0 means a 100% yield; for example, 0.34 means a 34% yield). (1) The reactants are Cl[C:2]1[CH:7]=[C:6]([O:8][C:9]2[C:14]([F:15])=[CH:13][C:12]([NH:16][C:17]([C:19]3([C:22]([NH:24][C:25]4[CH:30]=[CH:29][C:28]([F:31])=[CH:27][CH:26]=4)=[O:23])[CH2:21][CH2:20]3)=[O:18])=[C:11]([F:32])[CH:10]=2)[CH:5]=[CH:4][N:3]=1.[CH3:33][C:34]([CH3:39])([CH3:38])[C:35]([NH2:37])=[O:36].CC1(C)C2C(=C(P(C3C=CC=CC=3)C3C=CC=CC=3)C=CC=2)OC2C(P(C3C=CC=CC=3)C3C=CC=CC=3)=CC=CC1=2.C(=O)([O-])[O-].[Cs+].[Cs+]. The catalyst is O1CCOCC1.CC([O-])=O.CC([O-])=O.[Pd+2]. The product is [F:32][C:11]1[CH:10]=[C:9]([O:8][C:6]2[CH:5]=[CH:4][N:3]=[C:2]([NH:37][C:35](=[O:36])[C:34]([CH3:39])([CH3:38])[CH3:33])[CH:7]=2)[C:14]([F:15])=[CH:13][C:12]=1[NH:16][C:17]([C:19]1([C:22]([NH:24][C:25]2[CH:30]=[CH:29][C:28]([F:31])=[CH:27][CH:26]=2)=[O:23])[CH2:21][CH2:20]1)=[O:18]. The yield is 0.400. (2) The reactants are C([CH:3]([CH2:7][NH:8][CH2:9][C:10]1[S:11][CH:12]=[C:13]([C:15]2[CH:20]=[CH:19][C:18]([O:21][C@H:22]3[CH2:27][CH2:26][C@H:25]([C:28]([CH3:31])([CH3:30])[CH3:29])[CH2:24][CH2:23]3)=[CH:17][CH:16]=2)[N:14]=1)[C:4]([OH:6])=[O:5])C.O[Li].O.Cl. The catalyst is CCO.O. The product is [C:28]([C@@H:25]1[CH2:24][CH2:23][C@H:22]([O:21][C:18]2[CH:19]=[CH:20][C:15]([C:13]3[N:14]=[C:10]([CH2:9][NH:8][CH2:7][CH2:3][C:4]([OH:6])=[O:5])[S:11][CH:12]=3)=[CH:16][CH:17]=2)[CH2:27][CH2:26]1)([CH3:31])([CH3:29])[CH3:30]. The yield is 0.140. (3) The reactants are [N+:1]([C:4]1[CH:5]=[N:6][N:7]([CH2:9][CH2:10][C:11]([OH:13])=O)[CH:8]=1)([O-:3])=[O:2].C(N(C(C)C)CC)(C)C.[NH:23]1[CH2:28][CH2:27][CH2:26][CH2:25][CH2:24]1.ON1C2C=CC=CC=2N=N1.CN(C)CCCN=C=NCC.C(=O)(O)[O-].[Na+]. The catalyst is CN(C=O)C. The product is [N+:1]([C:4]1[CH:5]=[N:6][N:7]([CH2:9][CH2:10][C:11]([N:23]2[CH2:28][CH2:27][CH2:26][CH2:25][CH2:24]2)=[O:13])[CH:8]=1)([O-:3])=[O:2]. The yield is 1.00.